From a dataset of Forward reaction prediction with 1.9M reactions from USPTO patents (1976-2016). Predict the product of the given reaction. Given the reactants [CH3:1][O:2][C:3]1[CH:4]=[C:5]([N:12]2[CH2:17][CH2:16][CH:15]([N:18]3[CH2:23][CH2:22][CH2:21][CH:20]([OH:24])[CH2:19]3)[CH2:14][CH2:13]2)[CH:6]=[CH:7][C:8]=1[N+:9]([O-])=O, predict the reaction product. The product is: [NH2:9][C:8]1[CH:7]=[CH:6][C:5]([N:12]2[CH2:17][CH2:16][CH:15]([N:18]3[CH2:23][CH2:22][CH2:21][CH:20]([OH:24])[CH2:19]3)[CH2:14][CH2:13]2)=[CH:4][C:3]=1[O:2][CH3:1].